Dataset: Forward reaction prediction with 1.9M reactions from USPTO patents (1976-2016). Task: Predict the product of the given reaction. (1) The product is: [CH2:13]([C:12]1[C:16]([CH2:19][CH2:20][CH2:21][CH2:22][CH2:23][CH2:24][CH2:25][CH3:26])=[C:17]([NH2:18])[N:8]2[N:9]=[CH:10][N:11]=[C:7]2[N:6]=1)[CH3:14]. Given the reactants ClS(O)(=O)=O.[NH2:6][C:7]1[N:11]=[CH:10][NH:9][N:8]=1.[C:12]([CH:16]([CH2:19][CH2:20][CH2:21][CH2:22][CH2:23][CH2:24][CH2:25][CH3:26])[C:17]#[N:18])(=O)[CH2:13][CH3:14], predict the reaction product. (2) Given the reactants [CH3:1][C:2]1[C:10]2[C:9]([C:11]([OH:13])=O)=[CH:8][C:7]([CH3:14])=[N:6][C:5]=2[N:4]([C:15]2[CH:20]=[CH:19][CH:18]=[CH:17][CH:16]=2)[N:3]=1.[NH2:21][C:22]1[C:23]([CH3:28])=[N:24][CH:25]=[CH:26][CH:27]=1.CN1CCOCC1.CCN=C=NCCCN(C)C.Cl.C1C=CC2N(O)N=NC=2C=1, predict the reaction product. The product is: [CH3:28][C:23]1[C:22]([NH:21][C:11]([C:9]2[C:10]3[C:2]([CH3:1])=[N:3][N:4]([C:15]4[CH:16]=[CH:17][CH:18]=[CH:19][CH:20]=4)[C:5]=3[N:6]=[C:7]([CH3:14])[CH:8]=2)=[O:13])=[CH:27][CH:26]=[CH:25][N:24]=1. (3) Given the reactants [CH2:1]([O:3][C:4](=[O:19])/[C:5](/[CH3:18])=[CH:6]/[C@@H:7]1[CH2:15][CH2:14][C:13]([CH3:16])=[C:12]2[C@@H:8]1[C@@H:9]([OH:17])[CH2:10][CH2:11]2)[CH3:2].[H][H], predict the reaction product. The product is: [CH2:1]([O:3][C:4](=[O:19])/[C:5](/[CH3:18])=[CH:6]/[C@@H:7]1[CH2:15][CH2:14][C@@H:13]([CH3:16])[C@@H:12]2[C@@H:8]1[C@@H:9]([OH:17])[CH2:10][CH2:11]2)[CH3:2].